From a dataset of Reaction yield outcomes from USPTO patents with 853,638 reactions. Predict the reaction yield, written as a fraction of the theoretical maximum amount of product (1.0 means a 100% yield; for example, 0.34 means a 34% yield). (1) The reactants are COC1C=CC(C[N:8]2[C:12]3=[N:13][CH:14]=[CH:15][C:16]([O:17][C:18]4[CH:23]=[CH:22][C:21]([NH:24][C:25]([C:27]5[C:28](=[O:40])[N:29]([C:33]6[CH:38]=[CH:37][C:36]([F:39])=[CH:35][CH:34]=6)[N:30]=[CH:31][CH:32]=5)=[O:26])=[CH:20][C:19]=4[F:41])=[C:11]3[C:10]([N:42]3[CH2:47][CH2:46][CH:45]([N:48]([CH3:50])[CH3:49])[CH2:44][CH2:43]3)=[N:9]2)=CC=1.C(O)(C(F)(F)F)=O. No catalyst specified. The product is [CH3:49][N:48]([CH3:50])[CH:45]1[CH2:44][CH2:43][N:42]([C:10]2[C:11]3[C:12](=[N:13][CH:14]=[CH:15][C:16]=3[O:17][C:18]3[CH:23]=[CH:22][C:21]([NH:24][C:25]([C:27]4[C:28](=[O:40])[N:29]([C:33]5[CH:34]=[CH:35][C:36]([F:39])=[CH:37][CH:38]=5)[N:30]=[CH:31][CH:32]=4)=[O:26])=[CH:20][C:19]=3[F:41])[NH:8][N:9]=2)[CH2:47][CH2:46]1. The yield is 0.666. (2) The yield is 0.450. The product is [CH3:1][N:2]([CH3:33])[C:3]1[CH:4]=[C:5]([CH:30]=[CH:31][CH:32]=1)[C:6]([NH:8][C:9]1[CH:10]=[CH:11][C:12]([CH3:29])=[C:13]([NH:15][C:16](=[O:28])[C:17]2[CH:22]=[CH:21][CH:20]=[C:19]([O:23][CH2:24][CH:25]([OH:27])[CH2:26][N:39]([CH2:38][CH2:37][CH2:36][N:35]([CH3:41])[CH3:34])[CH3:40])[CH:18]=2)[CH:14]=1)=[O:7]. The reactants are [CH3:1][N:2]([CH3:33])[C:3]1[CH:4]=[C:5]([CH:30]=[CH:31][CH:32]=1)[C:6]([NH:8][C:9]1[CH:10]=[CH:11][C:12]([CH3:29])=[C:13]([NH:15][C:16](=[O:28])[C:17]2[CH:22]=[CH:21][CH:20]=[C:19]([O:23][CH2:24][CH:25]3[O:27][CH2:26]3)[CH:18]=2)[CH:14]=1)=[O:7].[CH3:34][N:35]([CH3:41])[CH2:36][CH2:37][CH2:38][NH:39][CH3:40]. No catalyst specified. (3) The reactants are Br[C:2]1[CH:7]=[CH:6][C:5]([F:8])=[CH:4][N:3]=1.[CH2:9]([C:13]1[N:14]=[C:15]2[CH:20]=[CH:19][CH:18]=[CH:17][N:16]2[CH:21]=1)[CH2:10][C:11]#[CH:12]. The catalyst is C(N(CC)CC)C.[Cu](I)I.Cl[Pd](Cl)([P](C1C=CC=CC=1)(C1C=CC=CC=1)C1C=CC=CC=1)[P](C1C=CC=CC=1)(C1C=CC=CC=1)C1C=CC=CC=1. The product is [F:8][C:5]1[CH:6]=[CH:7][C:2]([C:12]#[C:11][CH2:10][CH2:9][C:13]2[N:14]=[C:15]3[CH:20]=[CH:19][CH:18]=[CH:17][N:16]3[CH:21]=2)=[N:3][CH:4]=1. The yield is 0.0800. (4) The reactants are [NH2:1][C:2]1[CH:7]=[C:6]([O:8][C:9]2[CH:14]=[CH:13][C:12]([NH:15][C:16]([C:18]3[C:19](=[O:31])[N:20]([C:25]4[CH:30]=[CH:29][CH:28]=[CH:27][CH:26]=4)[N:21]([CH3:24])[C:22]=3[CH3:23])=[O:17])=[CH:11][CH:10]=2)[CH:5]=[CH:4][N:3]=1.CCN(CC)CC.[CH:39]1([C:44](Cl)=[O:45])[CH2:43][CH2:42][CH2:41][CH2:40]1. The catalyst is C1COCC1.CN(C=O)C.C1COCC1.CCOC(C)=O. The product is [CH:39]1([C:44]([NH:1][C:2]2[CH:7]=[C:6]([O:8][C:9]3[CH:10]=[CH:11][C:12]([NH:15][C:16]([C:18]4[C:19](=[O:31])[N:20]([C:25]5[CH:26]=[CH:27][CH:28]=[CH:29][CH:30]=5)[N:21]([CH3:24])[C:22]=4[CH3:23])=[O:17])=[CH:13][CH:14]=3)[CH:5]=[CH:4][N:3]=2)=[O:45])[CH2:43][CH2:42][CH2:41][CH2:40]1. The yield is 0.320.